From a dataset of Retrosynthesis with 50K atom-mapped reactions and 10 reaction types from USPTO. Predict the reactants needed to synthesize the given product. (1) Given the product CC1(c2cccc(Br)c2)OCCO1, predict the reactants needed to synthesize it. The reactants are: CC(=O)c1cccc(Br)c1.OCCO. (2) Given the product CCOC(=O)CCc1ccc(N)cc1, predict the reactants needed to synthesize it. The reactants are: CCOC(=O)CCc1ccc(NC(C)=O)cc1. (3) Given the product Cc1ccc(CNC2CCNCC2)cc1C(C)C(F)(F)F, predict the reactants needed to synthesize it. The reactants are: Cc1ccc(CNC2CCN(C(=O)OC(C)(C)C)CC2)cc1C(C)C(F)(F)F.